Dataset: Catalyst prediction with 721,799 reactions and 888 catalyst types from USPTO. Task: Predict which catalyst facilitates the given reaction. (1) Reactant: C([O:3][C:4](=[O:33])[CH2:5][O:6][C:7]1[CH:12]=[CH:11][C:10]([N:13]([CH3:31])[CH2:14][C:15]2[S:19][C:18]([C:20]3[CH:25]=[CH:24][C:23]([C:26]([F:29])([F:28])[F:27])=[CH:22][CH:21]=3)=[N:17][C:16]=2[CH3:30])=[CH:9][C:8]=1[CH3:32])C.[Li+].[OH-].OS([O-])(=O)=O.[K+]. Product: [CH3:32][C:8]1[CH:9]=[C:10]([N:13]([CH3:31])[CH2:14][C:15]2[S:19][C:18]([C:20]3[CH:21]=[CH:22][C:23]([C:26]([F:28])([F:27])[F:29])=[CH:24][CH:25]=3)=[N:17][C:16]=2[CH3:30])[CH:11]=[CH:12][C:7]=1[O:6][CH2:5][C:4]([OH:33])=[O:3]. The catalyst class is: 242. (2) Reactant: [F:1][C:2]1[CH:22]=[CH:21][C:5]([O:6][C:7]2[CH:20]=[CH:19][C:10]([CH:11]=[C:12]3[S:16][C:15](=[O:17])[NH:14][C:13]3=[O:18])=[CH:9][CH:8]=2)=[CH:4][CH:3]=1.C([O-])([O-])=O.[K+].[K+].Cl[CH2:30][CH2:31][OH:32]. Product: [F:1][C:2]1[CH:22]=[CH:21][C:5]([O:6][C:7]2[CH:20]=[CH:19][C:10](/[CH:11]=[C:12]3/[C:13](=[O:18])[N:14]([CH2:30][CH2:31][OH:32])[C:15](=[O:17])[S:16]/3)=[CH:9][CH:8]=2)=[CH:4][CH:3]=1. The catalyst class is: 3. (3) Reactant: C(=O)([O-])[O-].[Cs+].[Cs+].[Br:7][C:8]1[CH:13]=[CH:12][N:11]=[C:10]2[NH:14][CH:15]=[C:16]([CH:17]=[O:18])[C:9]=12.I[CH:20]([CH3:22])[CH3:21]. Product: [Br:7][C:8]1[CH:13]=[CH:12][N:11]=[C:10]2[N:14]([CH:20]([CH3:22])[CH3:21])[CH:15]=[C:16]([CH:17]=[O:18])[C:9]=12. The catalyst class is: 3. (4) Reactant: CN.[Br:3][C:4]1[CH:5]=[C:6]([C:10](=O)[CH2:11][N:12]2[CH2:16][CH2:15][CH2:14][CH2:13]2)[CH:7]=[CH:8][CH:9]=1.[C:18]([BH3-])#[N:19].[Na+].C(O)(=O)C. Product: [Br:3][C:4]1[CH:5]=[C:6]([CH:10]([NH:19][CH3:18])[CH2:11][N:12]2[CH2:16][CH2:15][CH2:14][CH2:13]2)[CH:7]=[CH:8][CH:9]=1. The catalyst class is: 1. (5) The catalyst class is: 3. Reactant: [NH2:1][C:2]1[CH:10]=[C:9]([F:11])[C:8]([Br:12])=[CH:7][C:3]=1[C:4]([OH:6])=O.CN(C(O[N:21]1N=N[C:23]2C=CC=N[C:22]1=2)=[N+](C)C)C.F[P-](F)(F)(F)(F)F.CCN(C(C)C)C(C)C.C(N)C. Product: [NH2:1][C:2]1[CH:10]=[C:9]([F:11])[C:8]([Br:12])=[CH:7][C:3]=1[C:4]([NH:21][CH2:22][CH3:23])=[O:6].